Dataset: Forward reaction prediction with 1.9M reactions from USPTO patents (1976-2016). Task: Predict the product of the given reaction. (1) Given the reactants [NH2:1][C:2]1[CH:11]=[CH:10][C:9]2[C:4](=[C:5]([OH:12])[CH:6]=[CH:7][CH:8]=2)[N:3]=1.[OH:13][C:14]1[CH:15]=[CH:16][CH:17]=[C:18]2[C:23]=1[N:22]=[C:21](C)[CH:20]=[CH:19]2.[NH3:25], predict the reaction product. The product is: [NH2:1][C:2]1[CH:11]=[CH:10][C:9]2[C:4](=[C:5]([O:12][CH2:6][CH2:5][CH2:4][CH:9]([CH3:8])[O:13][C:14]3[CH:15]=[CH:16][CH:17]=[C:18]4[C:23]=3[N:22]=[C:21]([NH2:25])[CH:20]=[CH:19]4)[CH:6]=[CH:7][CH:8]=2)[N:3]=1. (2) The product is: [CH:2]1([CH2:8][C@H:9]([NH:17][C:18]([C@@H:19]([NH:30][C:48](=[O:49])[C@H:47]([CH2:51][CH2:52][CH2:53][CH3:54])[CH2:46][C:44]([N:43]([CH2:42][C:35]2[CH:36]=[CH:37][C:38]([O:40][CH3:41])=[CH:39][C:34]=2[O:33][CH3:32])[O:55][CH2:56][C:57]2[CH:58]=[CH:59][C:60]([O:63][CH3:64])=[CH:61][CH:62]=2)=[O:45])[CH2:20][C:21]2[C:22]3[CH:29]=[CH:28][CH:27]=[CH:26][C:23]=3[S:24][CH:25]=2)=[O:31])[C:10](=[O:16])[NH:11][CH2:12][CH2:13][O:14][CH3:15])[CH2:3][CH2:4][CH2:5][CH2:6][CH2:7]1. Given the reactants Cl.[CH:2]1([CH2:8][C@H:9]([NH:17][C:18](=[O:31])[C@@H:19]([NH2:30])[CH2:20][C:21]2[C:22]3[CH:29]=[CH:28][CH:27]=[CH:26][C:23]=3[S:24][CH:25]=2)[C:10](=[O:16])[NH:11][CH2:12][CH2:13][O:14][CH3:15])[CH2:7][CH2:6][CH2:5][CH2:4][CH2:3]1.[CH3:32][O:33][C:34]1[CH:39]=[C:38]([O:40][CH3:41])[CH:37]=[CH:36][C:35]=1[CH2:42][N:43]([O:55][CH2:56][C:57]1[CH:62]=[CH:61][C:60]([O:63][CH3:64])=[CH:59][CH:58]=1)[C:44]([CH2:46][C@@H:47]([CH2:51][CH2:52][CH2:53][CH3:54])[C:48](O)=[O:49])=[O:45].[Na].C(Cl)CCl.C1C=CC2N(O)N=NC=2C=1.CN1CCOCC1, predict the reaction product.